Task: Predict the reactants needed to synthesize the given product.. Dataset: Full USPTO retrosynthesis dataset with 1.9M reactions from patents (1976-2016) Given the product [CH3:26][N:25]([CH3:27])[CH2:24][CH2:23][O:22][C:15]1[N:14]=[CH:13][C:12]([NH:11][C:9](=[O:10])[CH2:8][C:5]2[CH:6]=[CH:7][C:2]([B:32]3[O:33][C:34]([CH3:36])([CH3:35])[C:30]([CH3:46])([CH3:29])[O:31]3)=[CH:3][C:4]=2[F:28])=[CH:17][C:16]=1[C:18]([F:21])([F:20])[F:19], predict the reactants needed to synthesize it. The reactants are: Br[C:2]1[CH:7]=[CH:6][C:5]([CH2:8][C:9]([NH:11][C:12]2[CH:13]=[N:14][C:15]([O:22][CH2:23][CH2:24][N:25]([CH3:27])[CH3:26])=[C:16]([C:18]([F:21])([F:20])[F:19])[CH:17]=2)=[O:10])=[C:4]([F:28])[CH:3]=1.[CH3:29][C:30]1([CH3:46])[C:34]([CH3:36])([CH3:35])[O:33][B:32]([B:32]2[O:33][C:34]([CH3:36])([CH3:35])[C:30]([CH3:46])([CH3:29])[O:31]2)[O:31]1.CC([O-])=O.[K+].